From a dataset of Reaction yield outcomes from USPTO patents with 853,638 reactions. Predict the reaction yield, written as a fraction of the theoretical maximum amount of product (1.0 means a 100% yield; for example, 0.34 means a 34% yield). (1) The reactants are O[CH2:2][C:3]1[CH:12]=[N:11][C:10]2[N:9]3[CH2:13][CH2:14][CH2:15][C@H:8]3[C:7](=[O:16])[NH:6][C:5]=2[CH:4]=1.Cl.[Cl:18][C:19]1[CH:24]=[CH:23][C:22]([N:25]2[CH2:30][CH2:29][NH:28][CH2:27][CH2:26]2)=[CH:21][CH:20]=1.C(N(CC)C(C)C)(C)C.[I-].C(C[P+](C)(C)C)#N. The catalyst is C(#N)CC.CO. The product is [Cl:18][C:19]1[CH:20]=[CH:21][C:22]([N:25]2[CH2:30][CH2:29][N:28]([CH2:2][C:3]3[CH:12]=[N:11][C:10]4[N:9]5[CH2:13][CH2:14][CH2:15][C@H:8]5[C:7](=[O:16])[NH:6][C:5]=4[CH:4]=3)[CH2:27][CH2:26]2)=[CH:23][CH:24]=1. The yield is 0.400. (2) The reactants are Cl[C:2]1[N:7]=[C:6]([NH:8][C:9]2[CH:10]=[C:11]([CH2:15][CH2:16][OH:17])[CH:12]=[CH:13][CH:14]=2)[C:5]([Cl:18])=[CH:4][N:3]=1.[NH2:19][C:20]1[CH:21]=[C:22]([OH:26])[CH:23]=[CH:24][CH:25]=1.O.C1(C)C=CC(S(O)(=O)=O)=CC=1.C(=O)([O-])[O-].[K+].[K+]. The catalyst is O1CCOCC1. The product is [Cl:18][C:5]1[C:6]([NH:8][C:9]2[CH:14]=[CH:13][CH:12]=[C:11]([CH2:15][CH2:16][OH:17])[CH:10]=2)=[N:7][C:2]([NH:19][C:20]2[CH:21]=[C:22]([OH:26])[CH:23]=[CH:24][CH:25]=2)=[N:3][CH:4]=1. The yield is 0.960. (3) The yield is 0.890. The product is [CH3:1][O:2][C:3]1[CH:8]=[CH:7][CH:6]=[CH:5][C:4]=1[O:9][C:17]1[CH:24]=[CH:23][C:20]([C:21]#[N:22])=[CH:19][CH:18]=1. The catalyst is CS(C)=O.O. The reactants are [CH3:1][O:2][C:3]1[CH:8]=[CH:7][CH:6]=[CH:5][C:4]=1[OH:9].C(=O)([O-])[O-].[K+].[K+].F[C:17]1[CH:24]=[CH:23][C:20]([C:21]#[N:22])=[CH:19][CH:18]=1. (4) The reactants are [H-].[Na+].[CH2:3]([O:5][C:6](=[O:21])[C:7]1[CH:12]=[CH:11][C:10]([CH2:13][C:14]([O:16][C:17]([CH3:20])([CH3:19])[CH3:18])=[O:15])=[CH:9][CH:8]=1)[CH3:4].[F:22][C:23]1[CH:30]=[CH:29][C:26]([CH2:27]Br)=[CH:25][CH:24]=1. The catalyst is CN(C=O)C. The product is [CH2:3]([O:5][C:6](=[O:21])[C:7]1[CH:12]=[CH:11][C:10]([CH:13]([C:14]([O:16][C:17]([CH3:20])([CH3:19])[CH3:18])=[O:15])[CH2:27][C:26]2[CH:29]=[CH:30][C:23]([F:22])=[CH:24][CH:25]=2)=[CH:9][CH:8]=1)[CH3:4]. The yield is 0.600. (5) The reactants are C[O:2][C:3]([C:5]1[CH:6]=[C:7]([Cl:33])[CH:8]=[C:9]2[C:14]=1[NH:13][CH:12]([C:15]1[CH:16]=[C:17]([C:21]3[CH:26]=[CH:25][C:24]([C:27]([CH3:30])([CH3:29])[CH3:28])=[CH:23][CH:22]=3)[CH:18]=[CH:19][CH:20]=1)[C:11]([CH3:32])([CH3:31])[CH2:10]2)=[O:4].[OH-].[Na+].Cl. The catalyst is CO.O1CCCC1.O. The product is [C:27]([C:24]1[CH:23]=[CH:22][C:21]([C:17]2[CH:18]=[CH:19][CH:20]=[C:15]([CH:12]3[C:11]([CH3:31])([CH3:32])[CH2:10][C:9]4[C:14](=[C:5]([C:3]([OH:4])=[O:2])[CH:6]=[C:7]([Cl:33])[CH:8]=4)[NH:13]3)[CH:16]=2)=[CH:26][CH:25]=1)([CH3:28])([CH3:29])[CH3:30]. The yield is 0.900. (6) The reactants are CO[C:3](=[O:25])[C:4]1[CH:9]=[CH:8][C:7]([O:10][CH2:11][C:12]2[C:13]([C:18]3[CH:23]=[CH:22][C:21]([CH3:24])=[CH:20][CH:19]=3)=[N:14][O:15][C:16]=2[CH3:17])=[N:6][CH:5]=1.COC(=O)C1C=CC(OC[C:37]2[C:38]([C:43]3[CH:44]=C(C)C=CC=3)=[N:39][O:40][C:41]=2C)=NC=1. No catalyst specified. The product is [CH3:17][C:16]1[O:15][N:14]=[C:13]([C:18]2[CH:23]=[CH:22][C:21]([CH3:24])=[CH:20][CH:19]=2)[C:12]=1[CH2:11][O:10][C:7]1[CH:8]=[CH:9][C:4]([C:3]([NH:39][CH:38]2[CH2:43][CH2:44][O:40][CH2:41][CH2:37]2)=[O:25])=[CH:5][N:6]=1. The yield is 0.840. (7) No catalyst specified. The product is [Si:1]([O:18][CH2:19][CH2:20][CH2:34][CH2:35][CH2:36][CH2:37][CH2:38][CH2:39][CH2:40][C:41]#[C:42][C:43]#[C:44][CH2:45][CH2:46][CH2:47][CH2:48][CH2:49][CH2:50][CH2:51][CH2:52][CH2:53][OH:54])([C:14]([CH3:17])([CH3:16])[CH3:15])([C:8]1[CH:13]=[CH:12][CH:11]=[CH:10][CH:9]=1)[C:2]1[CH:7]=[CH:6][CH:5]=[CH:4][CH:3]=1. The reactants are [Si:1]([O:18][CH2:19][CH2:20]CCCCCCCCCCO)([C:14]([CH3:17])([CH3:16])[CH3:15])([C:8]1[CH:13]=[CH:12][CH:11]=[CH:10][CH:9]=1)[C:2]1[CH:7]=[CH:6][CH:5]=[CH:4][CH:3]=1.C(O)C[CH2:34][CH2:35][CH2:36][CH2:37][CH2:38][CH2:39][CH2:40][C:41]#[C:42][C:43]#[C:44][CH2:45][CH2:46][CH2:47][CH2:48][CH2:49][CH2:50][CH2:51][CH2:52][CH2:53][OH:54]. The yield is 0.260.